This data is from Full USPTO retrosynthesis dataset with 1.9M reactions from patents (1976-2016). The task is: Predict the reactants needed to synthesize the given product. (1) Given the product [Br:12][C:10]1[C:9]2[C:4](=[C:5]([Br:22])[CH:6]=[C:7]([C:13]([C:15]3[CH:20]=[CH:19][C:18]([Cl:21])=[CH:17][CH:16]=3)=[O:14])[CH:8]=2)[N:3]=[C:2]([O:27][C:24]([CH3:26])([CH3:25])[CH3:23])[CH:11]=1, predict the reactants needed to synthesize it. The reactants are: Br[C:2]1[CH:11]=[C:10]([Br:12])[C:9]2[C:4](=[C:5]([Br:22])[CH:6]=[C:7]([C:13]([C:15]3[CH:20]=[CH:19][C:18]([Cl:21])=[CH:17][CH:16]=3)=[O:14])[CH:8]=2)[N:3]=1.[CH3:23][C:24]([O-:27])([CH3:26])[CH3:25].[K+]. (2) Given the product [NH2:34][C:22]1([C:7]2[C:12]([OH:13])=[CH:11][CH:10]=[CH:9][N:8]=2)[C:23]2[CH:28]=[C:27]([Cl:29])[N:26]=[CH:25][C:24]=2[O:30][C:31]2[C:21]1=[CH:20][C:19]([Br:18])=[CH:33][CH:32]=2, predict the reactants needed to synthesize it. The reactants are: C([Li])CCC.Br[C:7]1[C:12]([O:13]COCC)=[CH:11][CH:10]=[CH:9][N:8]=1.[Br:18][C:19]1[CH:20]=[C:21]2[C:31](=[CH:32][CH:33]=1)[O:30][C:24]1[CH:25]=[N:26][C:27]([Cl:29])=[CH:28][C:23]=1[C:22]2=[N:34]S(C(C)(C)C)=O. (3) Given the product [CH3:1][O:2][C:3](=[O:25])[CH2:4][C:5]1[CH:6]=[C:7]([C:13]2[CH:18]=[CH:17][C:16]([C:19]([F:22])([F:20])[F:21])=[CH:15][C:14]=2[CH2:23][NH:28][CH2:26][CH3:27])[C:8]([O:11][CH3:12])=[CH:9][CH:10]=1, predict the reactants needed to synthesize it. The reactants are: [CH3:1][O:2][C:3](=[O:25])[CH2:4][C:5]1[CH:6]=[C:7]([C:13]2[CH:18]=[CH:17][C:16]([C:19]([F:22])([F:21])[F:20])=[CH:15][C:14]=2[CH:23]=O)[C:8]([O:11][CH3:12])=[CH:9][CH:10]=1.[CH2:26]([NH2:28])[CH3:27].C([BH3-])#N.[Na+].C([O-])(O)=O.[Na+]. (4) Given the product [CH3:24][O:23][C:21]1[CH:20]=[CH:19][C:15]2[N:16]=[C:17]([CH3:18])[C:12]3[N:13]([C:9]([C:4]4[CH:5]=[CH:6][CH:7]=[CH:2][C:3]=4[C:26]([NH2:27])=[O:38])=[N:10][C:11]=3[CH3:25])[C:14]=2[N:22]=1, predict the reactants needed to synthesize it. The reactants are: Cl[C:2]1[CH:3]=[C:4]([C:9]2[N:13]3[C:14]4[N:22]=[C:21]([O:23][CH3:24])[CH:20]=[CH:19][C:15]=4[N:16]=[C:17]([CH3:18])[C:12]3=[C:11]([CH3:25])[N:10]=2)[CH:5]=[C:6](Cl)[CH:7]=1.[C:26](C1C=CC=CC=1B(O)O)#[N:27].C([O-])([O-])=[O:38].[K+].[K+]. (5) Given the product [CH:1]([C:4]1[CH:5]=[CH:6][C:7]([CH3:54])=[C:8]([N:10]2[CH2:53][CH2:52][C:13]3[N:14]=[C:15]([C:32]4[CH:40]=[CH:39][CH:38]=[C:37]5[C:33]=4[C:34]([CH3:51])=[CH:35][N:36]5[S:41]([C:44]4[CH:45]=[CH:46][C:47]([CH3:48])=[CH:49][CH:50]=4)(=[O:42])=[O:43])[N:16]=[C:17]([N:18]4[CH2:23][CH2:22][N:21]([CH2:72][C:73]([NH2:75])=[O:74])[CH2:20][C@H:19]4[CH3:31])[C:12]=3[CH2:11]2)[CH:9]=1)([CH3:3])[CH3:2], predict the reactants needed to synthesize it. The reactants are: [CH:1]([C:4]1[CH:5]=[CH:6][C:7]([CH3:54])=[C:8]([N:10]2[CH2:53][CH2:52][C:13]3[N:14]=[C:15]([C:32]4[CH:40]=[CH:39][CH:38]=[C:37]5[C:33]=4[C:34]([CH3:51])=[CH:35][N:36]5[S:41]([C:44]4[CH:50]=[CH:49][C:47]([CH3:48])=[CH:46][CH:45]=4)(=[O:43])=[O:42])[N:16]=[C:17]([N:18]4[CH2:23][CH2:22][N:21](C(OC(C)(C)C)=O)[CH2:20][C@H:19]4[CH3:31])[C:12]=3[CH2:11]2)[CH:9]=1)([CH3:3])[CH3:2].C(O)(C(F)(F)F)=O.CCN(C(C)C)C(C)C.Br[CH2:72][C:73]([NH2:75])=[O:74].[I-].[Na+].